From a dataset of Forward reaction prediction with 1.9M reactions from USPTO patents (1976-2016). Predict the product of the given reaction. (1) Given the reactants Br[C:2]1[C:3]([N:22]2[CH2:26][CH2:25][C@@H:24]([OH:27])[CH2:23]2)=[N:4][CH:5]=[C:6]([CH:21]=1)[C:7]([NH:9][C:10]1[CH:15]=[CH:14][C:13]([O:16][C:17]([F:20])([F:19])[F:18])=[CH:12][CH:11]=1)=[O:8].[F:28][C:29]1[C:30]([NH2:44])=[N:31][CH:32]=[C:33](B2OC(C)(C)C(C)(C)O2)[CH:34]=1, predict the reaction product. The product is: [NH2:44][C:30]1[N:31]=[CH:32][C:33]([C:2]2[C:3]([N:22]3[CH2:26][CH2:25][C@@H:24]([OH:27])[CH2:23]3)=[N:4][CH:5]=[C:6]([C:7]([NH:9][C:10]3[CH:15]=[CH:14][C:13]([O:16][C:17]([F:18])([F:20])[F:19])=[CH:12][CH:11]=3)=[O:8])[CH:21]=2)=[CH:34][C:29]=1[F:28]. (2) Given the reactants [C:1]1([C:9]([CH:11]([C:13]2[CH:20]=[CH:19][C:16]([O:17][CH3:18])=[CH:15][CH:14]=2)[OH:12])=[O:10])[CH:8]=[CH:7][C:4]([O:5][CH3:6])=[CH:3][CH:2]=1.O, predict the reaction product. The product is: [CH3:18][O:17][C:16]1[CH:15]=[CH:14][C:13]([C:11]([C:9]([C:1]2[CH:2]=[CH:3][C:4]([O:5][CH3:6])=[CH:7][CH:8]=2)=[O:10])=[O:12])=[CH:20][CH:19]=1. (3) Given the reactants [Si:1]([O:8][CH2:9][CH2:10][C:11]1[N:12]=[CH:13][N:14](C(C2C=CC=CC=2)(C2C=CC=CC=2)C2C=CC=CC=2)[CH:15]=1)([C:4]([CH3:7])([CH3:6])[CH3:5])([CH3:3])[CH3:2].[CH3:35][O:36][C:37](=[O:49])[CH:38](Br)[C:39]1[CH:44]=[CH:43][C:42]([O:45][CH3:46])=[C:41]([F:47])[CH:40]=1.CO.N(CC)CC, predict the reaction product. The product is: [CH3:35][O:36][C:37](=[O:49])[CH:38]([N:12]1[C:11]([CH2:10][CH2:9][O:8][Si:1]([C:4]([CH3:7])([CH3:6])[CH3:5])([CH3:3])[CH3:2])=[CH:15][N:14]=[CH:13]1)[C:39]1[CH:44]=[CH:43][C:42]([O:45][CH3:46])=[C:41]([F:47])[CH:40]=1. (4) Given the reactants [Cl:1][C:2]1[CH:3]=[C:4]([CH:12]([CH2:16][CH:17]2[CH2:22][CH2:21][O:20][CH2:19][CH2:18]2)[C:13](O)=[O:14])[CH:5]=[CH:6][C:7]=1[S:8]([CH3:11])(=[O:10])=[O:9].C(Cl)(=O)C(Cl)=O.[NH2:29][C:30]1[CH:35]=[N:34][C:33]([Br:36])=[CH:32][N:31]=1.N1C=CC=CC=1, predict the reaction product. The product is: [Br:36][C:33]1[N:34]=[CH:35][C:30]([NH:29][C:13](=[O:14])[CH:12]([C:4]2[CH:5]=[CH:6][C:7]([S:8]([CH3:11])(=[O:10])=[O:9])=[C:2]([Cl:1])[CH:3]=2)[CH2:16][CH:17]2[CH2:22][CH2:21][O:20][CH2:19][CH2:18]2)=[N:31][CH:32]=1. (5) The product is: [CH3:1][O:2][C:3]1[C:12]([NH:13][C:14]([N:32]2[CH2:33][CH2:34][C:29]([C:23]3[CH:28]=[CH:27][CH:26]=[CH:25][CH:24]=3)([C:35]3[CH:40]=[CH:39][CH:38]=[CH:37][CH:36]=3)[CH2:30][CH2:31]2)=[O:16])=[N:11][C:10]2[C:5](=[CH:6][CH:7]=[CH:8][CH:9]=2)[N:4]=1. Given the reactants [CH3:1][O:2][C:3]1[C:12]([N:13](C2C=CC=CC=2)[C:14](=[O:16])[O-])=[N:11][C:10]2[C:5](=[CH:6][CH:7]=[CH:8][CH:9]=2)[N:4]=1.[C:23]1([C:29]2([C:35]3[CH:40]=[CH:39][CH:38]=[CH:37][CH:36]=3)[CH2:34][CH2:33][NH:32][CH2:31][CH2:30]2)[CH:28]=[CH:27][CH:26]=[CH:25][CH:24]=1.C1CCN2C(=NCCC2)CC1, predict the reaction product. (6) Given the reactants [F:1][C:2]1[CH:3]=[C:4]([C:8]2[CH:16]=[CH:15][C:11]([C:12]([OH:14])=O)=[CH:10][N:9]=2)[CH:5]=[CH:6][CH:7]=1.CN(C(ON1N=NC2C=CC=NC1=2)=[N+](C)C)C.F[P-](F)(F)(F)(F)F.CCN(C(C)C)C(C)C.[NH2:50][C@H:51]1[C@@H:55]([OH:56])[CH2:54][N:53]([C:57]([O:59][C:60]([CH3:63])([CH3:62])[CH3:61])=[O:58])[CH2:52]1, predict the reaction product. The product is: [C:60]([O:59][C:57]([N:53]1[CH2:54][C@H:55]([OH:56])[C@H:51]([NH:50][C:12]([C:11]2[CH:10]=[N:9][C:8]([C:4]3[CH:5]=[CH:6][CH:7]=[C:2]([F:1])[CH:3]=3)=[CH:16][CH:15]=2)=[O:14])[CH2:52]1)=[O:58])([CH3:63])([CH3:61])[CH3:62].